From a dataset of Forward reaction prediction with 1.9M reactions from USPTO patents (1976-2016). Predict the product of the given reaction. (1) Given the reactants [S:1]1[CH:5]=[CH:4][CH:3]=[C:2]1[CH:6]=O.[CH3:8][O:9][CH2:10][CH2:11][NH2:12].[C:13]1(=[O:24])[O:19][C:17](=O)[C:16]2=[CH:20][CH:21]=[CH:22][CH:23]=[C:15]2[CH2:14]1.[N:25]1([C:30]2[CH:36]=[CH:35][C:33]([NH2:34])=[CH:32][CH:31]=2)[CH:29]=[N:28][CH:27]=[N:26]1, predict the reaction product. The product is: [N:25]1([C:30]2[CH:31]=[CH:32][C:33]([NH:34][C:13]([CH:14]3[C:15]4[C:16](=[CH:20][CH:21]=[CH:22][CH:23]=4)[C:17](=[O:19])[N:12]([CH2:11][CH2:10][O:9][CH3:8])[CH:6]3[C:2]3[S:1][CH:5]=[CH:4][CH:3]=3)=[O:24])=[CH:35][CH:36]=2)[CH:29]=[N:28][CH:27]=[N:26]1. (2) Given the reactants P12(SP3(SP(SP(S3)(S1)=S)(=S)S2)=S)=[S:2].O=[C:16]([NH:22][CH2:23][C:24](=O)[C:25]1[CH:30]=[CH:29][CH:28]=[CH:27][CH:26]=1)[C:17]([O:19][CH2:20][CH3:21])=[O:18], predict the reaction product. The product is: [C:25]1([C:24]2[S:2][C:16]([C:17]([O:19][CH2:20][CH3:21])=[O:18])=[N:22][CH:23]=2)[CH:30]=[CH:29][CH:28]=[CH:27][CH:26]=1. (3) Given the reactants [CH:1]1([N:6]2[CH2:12][C:11]([F:14])([F:13])[C:10](=[O:15])[N:9]([CH3:16])[C:8]3[CH:17]=[N:18][C:19]([NH:21][C:22]4[CH:30]=[CH:29][C:25]([C:26]([OH:28])=O)=[CH:24][C:23]=4[O:31][CH2:32][CH3:33])=[N:20][C:7]2=3)[CH2:5][CH2:4][CH2:3][CH2:2]1.ON1C2C=CC=CC=2N=N1.F[P-](F)(F)(F)(F)F.CN(C(N(C)C)=[N+]1C2C=CC=CC=2[N+]([O-])=N1)C.C(N(C(C)C)CC)(C)C.[NH2:77][CH:78]1[CH2:83][CH2:82][N:81]([CH3:84])[CH2:80][CH2:79]1, predict the reaction product. The product is: [CH:1]1([N:6]2[CH2:12][C:11]([F:13])([F:14])[C:10](=[O:15])[N:9]([CH3:16])[C:8]3[CH:17]=[N:18][C:19]([NH:21][C:22]4[CH:30]=[CH:29][C:25]([C:26]([NH:77][CH:78]5[CH2:83][CH2:82][N:81]([CH3:84])[CH2:80][CH2:79]5)=[O:28])=[CH:24][C:23]=4[O:31][CH2:32][CH3:33])=[N:20][C:7]2=3)[CH2:2][CH2:3][CH2:4][CH2:5]1. (4) Given the reactants [CH3:1][O:2][C:3]1[CH:4]=[C:5]2[C:10](=[CH:11][CH:12]=1)[CH:9]=[C:8]([C:13]#[N:14])[CH:7]=[CH:6]2, predict the reaction product. The product is: [CH3:1][O:2][C:3]1[CH:4]=[C:5]2[C:10](=[CH:11][CH:12]=1)[CH:9]=[C:8]([CH2:13][NH2:14])[CH:7]=[CH:6]2. (5) Given the reactants [CH3:1][O:2][C:3]1[CH:4]=[C:5]2[C:10](=[CH:11][C:12]=1[O:13][CH3:14])[CH:9]([CH2:15][CH2:16][C:17]1[CH:22]=[CH:21][CH:20]=[CH:19][C:18]=1[O:23][CH3:24])[N:8]([CH:25]([C:29]1[CH:34]=[CH:33][CH:32]=[CH:31][CH:30]=1)[C:26](O)=[O:27])[CH2:7][CH2:6]2.[Br-].[NH4+:36], predict the reaction product. The product is: [CH3:1][O:2][C:3]1[CH:4]=[C:5]2[C:10](=[CH:11][C:12]=1[O:13][CH3:14])[CH:9]([CH2:15][CH2:16][C:17]1[CH:22]=[CH:21][CH:20]=[CH:19][C:18]=1[O:23][CH3:24])[N:8]([CH:25]([C:29]1[CH:30]=[CH:31][CH:32]=[CH:33][CH:34]=1)[C:26]([NH2:36])=[O:27])[CH2:7][CH2:6]2. (6) The product is: [C:9]([C:7]1[CH:6]=[N:5][N:4]([CH2:3][C:2]([F:15])([F:16])[F:1])[CH:8]=1)#[CH:10]. Given the reactants [F:1][C:2]([F:16])([F:15])[CH2:3][N:4]1[CH:8]=[C:7]([C:9]#[C:10][Si](C)(C)C)[CH:6]=[N:5]1.C(=O)([O-])[O-].[K+].[K+], predict the reaction product. (7) Given the reactants [O:1]1[CH2:6][CH2:5][CH2:4][CH2:3][CH:2]1[CH2:7][OH:8].[S:9](Cl)([C:12]1[CH:18]=[CH:17][C:15]([CH3:16])=[CH:14][CH:13]=1)(=[O:11])=[O:10], predict the reaction product. The product is: [CH3:16][C:15]1[CH:17]=[CH:18][C:12]([S:9]([O:8][CH2:7][CH:2]2[CH2:3][CH2:4][CH2:5][CH2:6][O:1]2)(=[O:11])=[O:10])=[CH:13][CH:14]=1. (8) Given the reactants Br[C:2]1[C:3]([F:14])=[CH:4][N:5]=[C:6]2[C:11]=1[N:10]=[C:9]([O:12][CH3:13])[CH:8]=[CH:7]2.[CH2:15]([Sn](CCCC)(CCCC)CCCC)[CH:16]=[CH2:17], predict the reaction product. The product is: [F:14][C:3]1[C:2]([CH2:17][CH:16]=[CH2:15])=[C:11]2[C:6]([CH:7]=[CH:8][C:9]([O:12][CH3:13])=[N:10]2)=[N:5][CH:4]=1. (9) Given the reactants [C:1]([C:5]1[CH:6]=[C:7]([CH3:12])[CH:8]=[C:9]([CH3:11])[CH:10]=1)([CH3:4])([CH3:3])[CH3:2].C1C(=O)N([Br:20])C(=O)C1, predict the reaction product. The product is: [Br:20][CH2:11][C:9]1[CH:8]=[C:7]([CH3:12])[CH:6]=[C:5]([C:1]([CH3:4])([CH3:3])[CH3:2])[CH:10]=1.